Dataset: Full USPTO retrosynthesis dataset with 1.9M reactions from patents (1976-2016). Task: Predict the reactants needed to synthesize the given product. (1) Given the product [Cl:1][C:2]1[N:7]=[CH:6][C:5]([C:8]2[C:13]([CH:14]=[O:15])=[C:12]([C:16]3[CH:21]=[CH:20][CH:19]=[CH:18][CH:17]=3)[N:11]=[C:10]3[N:22]([CH2:25][CH3:26])[N:23]=[CH:24][C:9]=23)=[CH:4][CH:3]=1, predict the reactants needed to synthesize it. The reactants are: [Cl:1][C:2]1[N:7]=[CH:6][C:5]([C:8]2[C:13]([CH2:14][OH:15])=[C:12]([C:16]3[CH:21]=[CH:20][CH:19]=[CH:18][CH:17]=3)[N:11]=[C:10]3[N:22]([CH2:25][CH3:26])[N:23]=[CH:24][C:9]=23)=[CH:4][CH:3]=1.C[N+]1([O-])CCOCC1.C([N+](CCC)(CCC)CCC)CC. (2) Given the product [CH3:16][O:10][C:9](=[O:11])[CH2:8][C:4]1[CH:5]=[N:6][CH:7]=[C:2]([Br:1])[CH:3]=1, predict the reactants needed to synthesize it. The reactants are: [Br:1][C:2]1[CH:3]=[C:4]([CH2:8][C:9]([OH:11])=[O:10])[CH:5]=[N:6][CH:7]=1.S(Cl)(Cl)=O.[CH3:16]O. (3) Given the product [F:32][CH:30]([F:31])[C:22]1[C:23]2[C:28](=[CH:27][C:26]([Br:29])=[CH:25][CH:24]=2)[N:20]([S:17]([C:15]2[CH:14]=[CH:13][C:12]([O:33][CH3:34])=[C:11]([N:8]3[CH2:9][CH2:10][NH:5][CH2:6][CH2:7]3)[CH:16]=2)(=[O:19])=[O:18])[CH:21]=1, predict the reactants needed to synthesize it. The reactants are: ClC(Cl)(Cl)C([N:5]1[CH2:10][CH2:9][N:8]([C:11]2[CH:16]=[C:15]([S:17]([N:20]3[C:28]4[C:23](=[CH:24][CH:25]=[C:26]([Br:29])[CH:27]=4)[C:22]([CH:30]([F:32])[F:31])=[CH:21]3)(=[O:19])=[O:18])[CH:14]=[CH:13][C:12]=2[O:33][CH3:34])[CH2:7][CH2:6]1)=O.[OH-].[K+]. (4) Given the product [Br:1][C:2]1[CH:3]=[C:4]([F:14])[C:5]([CH:8]=[O:9])=[N:6][CH:7]=1, predict the reactants needed to synthesize it. The reactants are: [Br:1][C:2]1[CH:3]=[C:4]([F:14])[C:5]([C:8](N(OC)C)=[O:9])=[N:6][CH:7]=1.[H-].[Al+3].[Li+].[H-].[H-].[H-].O. (5) Given the product [ClH:31].[Br:1][C:2]1[CH:3]=[CH:4][C:5]2[O:11][CH2:10][CH:9]3[CH2:12][NH:13][CH2:14][CH2:15][N:8]3[C:7](=[O:23])[C:6]=2[CH:24]=1, predict the reactants needed to synthesize it. The reactants are: [Br:1][C:2]1[CH:3]=[CH:4][C:5]2[O:11][CH2:10][CH:9]3[CH2:12][N:13](C(OC(C)(C)C)=O)[CH2:14][CH2:15][N:8]3[C:7](=[O:23])[C:6]=2[CH:24]=1.C(OCC)(=O)C.[ClH:31]. (6) Given the product [F:1][C:2]([F:15])([F:14])[CH2:3][O:4][CH2:5][CH2:6][OH:7], predict the reactants needed to synthesize it. The reactants are: [F:1][C:2]([F:15])([F:14])[CH2:3][O:4][CH2:5][CH2:6][O:7]C1CCCCO1.[Br-].[Mg+2].[Br-]. (7) Given the product [ClH:45].[C:1]([S:4][CH:5]1[CH2:10][CH2:9][N:8]([CH:11]([C:17]2[CH:22]=[CH:21][CH:20]=[CH:19][C:18]=2[F:23])[C:12]([CH:14]2[CH2:15][CH2:16]2)=[O:13])[CH2:7]/[C:6]/1=[CH:24]\[C:25]1[CH:29]=[CH:28][N:27]([CH2:30][C:31]([OH:33])=[O:32])[N:26]=1)(=[O:3])[CH3:2], predict the reactants needed to synthesize it. The reactants are: [C:1]([S:4][CH:5]1[CH2:10][CH2:9][N:8]([CH:11]([C:17]2[CH:22]=[CH:21][CH:20]=[CH:19][C:18]=2[F:23])[C:12]([CH:14]2[CH2:16][CH2:15]2)=[O:13])[CH2:7]/[C:6]/1=[CH:24]\[C:25]1[CH:29]=[CH:28][N:27]([CH2:30][C:31]([O:33]C(C)(C)C)=[O:32])[N:26]=1)(=[O:3])[CH3:2].FC(F)(F)C(O)=O.[Cl:45]CCl. (8) Given the product [CH3:1][C:2]1[N:37]=[C:5]2[N:6]([CH2:33]/[C:34](=[N:39]/[O:40][CH:41]([CH3:43])[CH3:42])/[CH3:35])[C:7](=[O:32])[C:8]([CH2:13][C:14]3[CH:15]=[CH:16][C:17]([C:20]4[CH:25]=[CH:24][CH:23]=[CH:22][C:21]=4[C:26]4[NH:30][C:29](=[O:31])[O:28][N:27]=4)=[CH:18][CH:19]=3)=[C:9]([CH2:10][CH2:11][CH3:12])[N:4]2[N:3]=1, predict the reactants needed to synthesize it. The reactants are: [CH3:1][C:2]1[N:37]=[C:5]2[N:6]([CH2:33][C:34](=O)[CH3:35])[C:7](=[O:32])[C:8]([CH2:13][C:14]3[CH:19]=[CH:18][C:17]([C:20]4[CH:25]=[CH:24][CH:23]=[CH:22][C:21]=4[C:26]4[NH:30][C:29](=[O:31])[O:28][N:27]=4)=[CH:16][CH:15]=3)=[C:9]([CH2:10][CH2:11][CH3:12])[N:4]2[N:3]=1.Cl.[NH2:39][O:40][CH:41]([CH3:43])[CH3:42].N1C=CC=CC=1.Cl. (9) The reactants are: O=P(Cl)(Cl)[Cl:3].C[N:7]([CH:9]=O)[CH3:8].[CH2:11]([C:13]1[CH:17]=[C:16]([OH:18])N(C)[N:14]=1)[CH3:12].C([O-])([O-])=O.[K+].[K+]. Given the product [Cl:3][C:9]1[N:7]([CH3:8])[N:14]=[C:13]([CH2:11][CH3:12])[C:17]=1[CH:16]=[O:18], predict the reactants needed to synthesize it. (10) The reactants are: [Cl:1][CH:2]([C:13]1[C:18]([F:19])=[CH:17][CH:16]=[CH:15][C:14]=1[F:20])[S:3]([C:6]1[CH2:10][C:9]([CH3:12])([CH3:11])[O:8][N:7]=1)(=[O:5])=[O:4].[Cl:21]N1C(=O)CCC1=O. Given the product [Cl:1][C:2]([Cl:21])([C:13]1[C:14]([F:20])=[CH:15][CH:16]=[CH:17][C:18]=1[F:19])[S:3]([C:6]1[CH2:10][C:9]([CH3:12])([CH3:11])[O:8][N:7]=1)(=[O:4])=[O:5], predict the reactants needed to synthesize it.